Dataset: Forward reaction prediction with 1.9M reactions from USPTO patents (1976-2016). Task: Predict the product of the given reaction. (1) Given the reactants [F:1][C:2]([F:9])([C:5]([F:8])([F:7])[F:6])[CH2:3][OH:4].[H-].[Na+].O1CCCC1.CS([C:20]1[N:21]([C:31]2[CH:36]=[CH:35][C:34]([O:37][CH2:38][C:39]([F:42])([F:41])[F:40])=[CH:33][CH:32]=2)[C:22](=[O:30])[C:23]2[CH2:28][C:27](=[O:29])[NH:26][C:24]=2[N:25]=1)=O, predict the reaction product. The product is: [F:1][C:2]([F:9])([C:5]([F:8])([F:7])[F:6])[CH2:3][O:4][C:20]1[N:21]([C:31]2[CH:32]=[CH:33][C:34]([O:37][CH2:38][C:39]([F:41])([F:40])[F:42])=[CH:35][CH:36]=2)[C:22](=[O:30])[C:23]2[CH2:28][C:27](=[O:29])[NH:26][C:24]=2[N:25]=1. (2) Given the reactants [Cl:1][C:2]1[CH:7]=[CH:6][C:5]([C:8]2[S:16][C:15]3[C:14](=[O:17])[N:13]([C@H:18]4[CH2:27][CH2:26][C:25]5[C:20](=[CH:21][CH:22]=[C:23]([CH2:28]O)[CH:24]=5)[CH2:19]4)[CH:12]=[N:11][C:10]=3[CH:9]=2)=[CH:4][CH:3]=1.[CH3:30][S:31](Cl)(=[O:33])=[O:32].CCN(CC)CC, predict the reaction product. The product is: [Cl:1][C:2]1[CH:3]=[CH:4][C:5]([C:8]2[S:16][C:15]3[C:14](=[O:17])[N:13]([C@H:18]4[CH2:27][CH2:26][C:25]5[C:20](=[CH:21][CH:22]=[C:23]([CH2:28][S:31]([CH3:30])(=[O:33])=[O:32])[CH:24]=5)[CH2:19]4)[CH:12]=[N:11][C:10]=3[CH:9]=2)=[CH:6][CH:7]=1. (3) Given the reactants [I:1][C:2]1[CH:6]=[CH:5][NH:4][N:3]=1.[CH3:7][O:8][C:9]1[N:14]=[C:13](B(O)O)[CH:12]=[CH:11][N:10]=1.C(=O)([O-])[O-].[Cs+].[Cs+], predict the reaction product. The product is: [I:1][C:2]1[CH:6]=[CH:5][N:4]([C:12]2[CH:11]=[N:10][C:9]([O:8][CH3:7])=[N:14][CH:13]=2)[N:3]=1.